From a dataset of Reaction yield outcomes from USPTO patents with 853,638 reactions. Predict the reaction yield, written as a fraction of the theoretical maximum amount of product (1.0 means a 100% yield; for example, 0.34 means a 34% yield). The reactants are [Cl:1][C:2]1[C:10]([CH3:11])=[CH:9][CH:8]=[C:7]([F:12])[C:3]=1C(O)=O.C1C=CC(P([N:27]=[N+]=[N-])(C2C=CC=CC=2)=O)=CC=1.O. The catalyst is C1COCC1. The product is [Cl:1][C:2]1[C:10]([CH3:11])=[CH:9][CH:8]=[C:7]([F:12])[C:3]=1[NH2:27]. The yield is 0.460.